From a dataset of Reaction yield outcomes from USPTO patents with 853,638 reactions. Predict the reaction yield, written as a fraction of the theoretical maximum amount of product (1.0 means a 100% yield; for example, 0.34 means a 34% yield). The reactants are C1(P(C2CCCCC2)C2C=CC=CC=2C2C(OC)=CC=CC=2OC)CCCCC1.P([O-])([O-])([O-])=O.[K+].[K+].[K+].[CH3:38][O:39][C:40](=[O:50])[CH2:41][C:42]1[CH:47]=[CH:46][C:45](Cl)=[CH:44][C:43]=1[F:49].[CH2:51]([C:53]([C:72]1[CH:77]=[CH:76][C:75]([CH2:78][CH2:79][C:80]([C:86]([F:89])([F:88])[F:87])([OH:85])[C:81]([F:84])([F:83])[F:82])=[C:74]([CH3:90])[CH:73]=1)([C:56]1[CH:61]=[CH:60][C:59](B2OC(C)(C)C(C)(C)O2)=[C:58]([CH3:71])[CH:57]=1)[CH2:54][CH3:55])[CH3:52]. The catalyst is O.C1(C)C=CC=CC=1.C([O-])(=O)C.[Pd+2].C([O-])(=O)C. The product is [CH3:38][O:39][C:40](=[O:50])[CH2:41][C:42]1[CH:47]=[CH:46][C:45]([C:59]2[CH:60]=[CH:61][C:56]([C:53]([CH2:54][CH3:55])([C:72]3[CH:77]=[CH:76][C:75]([CH2:78][CH2:79][C:80]([OH:85])([C:86]([F:88])([F:89])[F:87])[C:81]([F:84])([F:83])[F:82])=[C:74]([CH3:90])[CH:73]=3)[CH2:51][CH3:52])=[CH:57][C:58]=2[CH3:71])=[CH:44][C:43]=1[F:49]. The yield is 0.470.